From a dataset of Full USPTO retrosynthesis dataset with 1.9M reactions from patents (1976-2016). Predict the reactants needed to synthesize the given product. (1) Given the product [NH2:1][S:2]([CH2:5][CH2:6][C:7]1[C:8]([CH3:29])=[N:9][N:10]([CH3:28])[C:11]=1[O:12][C:13]1[C:14]([Cl:27])=[CH:15][C:16]([Cl:26])=[C:17]([CH:25]=1)[O:18][C@@H:19]([CH3:24])[C:20]([O:22][CH3:23])=[O:21])(=[O:4])=[O:3], predict the reactants needed to synthesize it. The reactants are: [NH2:1][S:2](/[CH:5]=[CH:6]/[C:7]1[C:8]([CH3:29])=[N:9][N:10]([CH3:28])[C:11]=1[O:12][C:13]1[C:14]([Cl:27])=[CH:15][C:16]([Cl:26])=[C:17]([CH:25]=1)[O:18][C@@H:19]([CH3:24])[C:20]([O:22][CH3:23])=[O:21])(=[O:4])=[O:3]. (2) Given the product [CH:31]1([C:19]2[C:20]([C:22]3[C:30]4[C:25](=[CH:26][CH:27]=[CH:28][CH:29]=4)[NH:24][CH:23]=3)=[N:21][C:16]([NH:15][C@@H:11]3[CH2:12][CH2:13][CH2:14][C@H:9]([NH:8][C:6](=[O:7])[C:5]4[CH:34]=[CH:35][C:2]([NH:1][C:50](=[O:51])/[CH:49]=[CH:45]/[CH2:43][N:39]([CH3:38])[CH3:40])=[CH:3][CH:4]=4)[CH2:10]3)=[N:17][CH:18]=2)[CH2:33][CH2:32]1, predict the reactants needed to synthesize it. The reactants are: [NH2:1][C:2]1[CH:35]=[CH:34][C:5]([C:6]([NH:8][C@H:9]2[CH2:14][CH2:13][CH2:12][C@@H:11]([NH:15][C:16]3[N:21]=[C:20]([C:22]4[C:30]5[C:25](=[CH:26][CH:27]=[CH:28][CH:29]=5)[NH:24][CH:23]=4)[C:19]([CH:31]4[CH2:33][CH2:32]4)=[CH:18][N:17]=3)[CH2:10]2)=[O:7])=[CH:4][CH:3]=1.Cl.C[CH2:38][N:39]([CH:43]([CH3:45])C)[CH:40](C)C.BrC/C=[CH:49]/[C:50](Cl)=[O:51].C(Cl)Cl.CNC.C1COCC1.